Dataset: Catalyst prediction with 721,799 reactions and 888 catalyst types from USPTO. Task: Predict which catalyst facilitates the given reaction. (1) Reactant: [CH3:1][O:2][C:3]([CH:5]1[C:11](=O)[CH2:10][CH:9]([C:13]([O:15][CH3:16])=[O:14])[C:7](=O)[CH2:6]1)=[O:4].[CH3:17][C:18]1[CH:24]=[CH:23][C:21]([NH2:22])=[CH:20][CH:19]=1.Cl. Product: [CH3:17][C:18]1[CH:24]=[CH:23][C:21]([NH:22][C:7]2[CH2:6][C:5]([C:3]([O:2][CH3:1])=[O:4])=[C:11]([NH:22][C:21]3[CH:23]=[CH:24][C:18]([CH3:17])=[CH:19][CH:20]=3)[CH2:10][C:9]=2[C:13]([O:15][CH3:16])=[O:14])=[CH:20][CH:19]=1. The catalyst class is: 5. (2) Reactant: [Br:1][C:2]1[CH:7]=[C:6]([F:8])[C:5]([N+:9]([O-])=O)=[C:4]([Br:12])[C:3]=1[O:13][CH3:14].Cl.Cl[Sn]Cl.O. Product: [Br:12][C:4]1[C:3]([O:13][CH3:14])=[C:2]([Br:1])[CH:7]=[C:6]([F:8])[C:5]=1[NH2:9]. The catalyst class is: 8. (3) Reactant: CC(OC(/N=N/C(OC(C)C)=O)=O)C.C1(P(C2C=CC=CC=2)C2C=CC=CC=2)C=CC=CC=1.[Br:34][C:35]1[CH:40]=[C:39]([F:41])[CH:38]=[CH:37][C:36]=1[OH:42].[C:43]([O:47][C:48]([N:50]1[CH2:55][CH2:54][CH:53](O)[CH2:52][CH2:51]1)=[O:49])([CH3:46])([CH3:45])[CH3:44]. Product: [Br:34][C:35]1[CH:40]=[C:39]([F:41])[CH:38]=[CH:37][C:36]=1[O:42][CH:53]1[CH2:54][CH2:55][N:50]([C:48]([O:47][C:43]([CH3:46])([CH3:45])[CH3:44])=[O:49])[CH2:51][CH2:52]1. The catalyst class is: 7. (4) Reactant: [Cl:1][C:2]1[N:3]=[CH:4][C:5]2[NH:11][C:10](=O)[C:9]([CH3:14])([CH3:13])[CH2:8][N:7]([CH:15]3[CH2:19][CH2:18][CH2:17][CH2:16]3)[C:6]=2[N:20]=1.[NH2:21][NH2:22].O1CCC[CH2:24]1.C([O-])(O)=O.[Na+]. Product: [Cl:1][C:2]1[N:3]=[CH:4][C:5]2[N:11]3[C:10]([C:9]([CH3:14])([CH3:13])[CH2:8][N:7]([CH:15]4[CH2:19][CH2:18][CH2:17][CH2:16]4)[C:6]=2[N:20]=1)=[N:22][N:21]=[CH:24]3. The catalyst class is: 286. (5) Reactant: C(OC(=O)[NH:7][CH2:8][CH:9]1[CH2:14][CH2:13][C:12]([F:16])([F:15])[CH2:11][CH2:10]1)(C)(C)C.C([SiH](CC)CC)C.[F:25][C:26]([F:31])([F:30])[C:27]([OH:29])=[O:28]. Product: [F:15][C:12]1([F:16])[CH2:13][CH2:14][CH:9]([CH2:8][NH2:7])[CH2:10][CH2:11]1.[F:25][C:26]([F:31])([F:30])[C:27]([OH:29])=[O:28]. The catalyst class is: 4. (6) Reactant: F[P-](F)(F)(F)(F)F.CN(C(ON1C2=NC=CC=C2N=N1)=[N+](C)C)C.C(N(CC)C(C)C)(C)C.[C:34]([O:38][C:39]([NH:41][CH2:42][C@H:43]1[CH2:48][CH2:47][C@H:46]([C:49]([NH:51][C@H:52]([C:70](=[O:83])[NH:71][C:72]2[CH:77]=[CH:76][C:75]([C:78]3[N:79]=[N:80][NH:81][N:82]=3)=[CH:74][CH:73]=2)[CH2:53][C:54]2[CH:59]=[CH:58][C:57]([C:60]3[C:65]([CH3:66])=[CH:64][CH:63]=[C:62]([C:67](O)=[O:68])[CH:61]=3)=[CH:56][CH:55]=2)=[O:50])[CH2:45][CH2:44]1)=[O:40])([CH3:37])([CH3:36])[CH3:35].[NH2:84][CH:85]1[CH2:90][CH2:89][N:88]([C:91]([O:93][C:94]([CH3:97])([CH3:96])[CH3:95])=[O:92])[CH2:87][CH2:86]1. Product: [C:34]([O:38][C:39]([NH:41][CH2:42][C@H:43]1[CH2:48][CH2:47][C@H:46]([C:49]([NH:51][C@H:52]([C:70](=[O:83])[NH:71][C:72]2[CH:73]=[CH:74][C:75]([C:78]3[N:79]=[N:80][NH:81][N:82]=3)=[CH:76][CH:77]=2)[CH2:53][C:54]2[CH:59]=[CH:58][C:57]([C:60]3[C:65]([CH3:66])=[CH:64][CH:63]=[C:62]([C:67]([NH:84][CH:85]4[CH2:86][CH2:87][N:88]([C:91]([O:93][C:94]([CH3:97])([CH3:96])[CH3:95])=[O:92])[CH2:89][CH2:90]4)=[O:68])[CH:61]=3)=[CH:56][CH:55]=2)=[O:50])[CH2:45][CH2:44]1)=[O:40])([CH3:37])([CH3:35])[CH3:36]. The catalyst class is: 7. (7) Reactant: [CH3:1][O:2][C:3](=[O:29])[C:4]([S:19]([C:22]1[CH:27]=[CH:26][CH:25]=[C:24](Br)[CH:23]=1)(=[O:21])=[O:20])([CH:6]1[CH2:18][C:9]2[NH:10][C:11]3[CH:12]=[CH:13][C:14]([Cl:17])=[CH:15][C:16]=3[C:8]=2[CH2:7]1)[CH3:5].CC([O-])(C)C.[Na+].[NH:36]1[CH2:40][CH2:39][CH2:38][CH2:37]1.C([O-])(O)=O.[Na+]. Product: [CH3:1][O:2][C:3](=[O:29])[C:4]([CH:6]1[CH2:18][C:9]2[NH:10][C:11]3[CH:12]=[CH:13][C:14]([Cl:17])=[CH:15][C:16]=3[C:8]=2[CH2:7]1)([S:19]([C:22]1[CH:27]=[CH:26][CH:25]=[C:24]([N:36]2[CH2:40][CH2:39][CH2:38][CH2:37]2)[CH:23]=1)(=[O:21])=[O:20])[CH3:5]. The catalyst class is: 101. (8) Reactant: C([O-])(O)=O.[Na+].[CH:6]1(B(O)O)[CH2:8][CH2:7]1.C(=O)([O-])[O-].[K+].[K+].[CH2:18]([O:25][C:26]1[CH:31]=[CH:30][N:29]([CH2:32][CH:33]2[CH2:35][CH2:34]2)[C:28](=[O:36])[C:27]=1I)[C:19]1[CH:24]=[CH:23][CH:22]=[CH:21][CH:20]=1. Product: [CH2:18]([O:25][C:26]1[CH:31]=[CH:30][N:29]([CH2:32][CH:33]2[CH2:35][CH2:34]2)[C:28](=[O:36])[C:27]=1[CH:6]1[CH2:8][CH2:7]1)[C:19]1[CH:24]=[CH:23][CH:22]=[CH:21][CH:20]=1. The catalyst class is: 12. (9) Reactant: [C:1]([O:5][CH:6]([C:10]1[C:11]([CH:29]([CH3:31])[CH3:30])=[N:12][C:13]2[C:14]([CH3:28])([CH3:27])[CH2:15][NH:16][CH2:17][C:18]=2[C:19]=1[C:20]1[CH:25]=[CH:24][C:23]([F:26])=[CH:22][CH:21]=1)[C:7]([OH:9])=[O:8])([CH3:4])([CH3:3])[CH3:2].CCN(CC)CC.[NH:39]1[C:47]2[C:42](=[CH:43][CH:44]=[CH:45][CH:46]=2)[C:41]([C:48](=[O:52])[C:49](Cl)=[O:50])=[CH:40]1.CO. Product: [NH:39]1[C:47]2[C:42](=[CH:43][CH:44]=[CH:45][CH:46]=2)[C:41]([C:48](=[O:52])[C:49]([N:16]2[CH2:15][C:14]([CH3:28])([CH3:27])[C:13]3[N:12]=[C:11]([CH:29]([CH3:31])[CH3:30])[C:10]([CH:6]([O:5][C:1]([CH3:4])([CH3:3])[CH3:2])[C:7]([OH:9])=[O:8])=[C:19]([C:20]4[CH:21]=[CH:22][C:23]([F:26])=[CH:24][CH:25]=4)[C:18]=3[CH2:17]2)=[O:50])=[CH:40]1. The catalyst class is: 2. (10) Reactant: [C:1]([O:8][CH3:9])(=[O:7])/[CH:2]=[CH:3]/[C:4]([OH:6])=[O:5].[CH3:10][CH:11]([CH3:18])[C:12]([O:14][CH2:15][CH2:16]Cl)=[O:13]. Product: [C:1]([O:8][CH3:9])(=[O:7])/[CH:2]=[CH:3]/[C:4]([O:6][CH2:16][CH2:15][O:14][C:12](=[O:13])[CH:11]([CH3:18])[CH3:10])=[O:5]. The catalyst class is: 37.